Dataset: Reaction yield outcomes from USPTO patents with 853,638 reactions. Task: Predict the reaction yield, written as a fraction of the theoretical maximum amount of product (1.0 means a 100% yield; for example, 0.34 means a 34% yield). (1) The reactants are [I:1]I.[CH2:3]([CH:11]([CH2:14][CH2:15][CH2:16][CH2:17][CH2:18][CH2:19][CH2:20][CH2:21][CH2:22][CH3:23])[CH2:12]O)[CH2:4][CH2:5][CH2:6][CH2:7][CH2:8][CH2:9][CH3:10].C1(P(C2C=CC=CC=2)C2C=CC=CC=2)C=CC=CC=1.N1C=CN=C1.[O-]S([O-])=O.[Na+].[Na+]. The yield is 0.929. The catalyst is ClCCl. The product is [I:1][CH2:12][CH:11]([CH2:3][CH2:4][CH2:5][CH2:6][CH2:7][CH2:8][CH2:9][CH3:10])[CH2:14][CH2:15][CH2:16][CH2:17][CH2:18][CH2:19][CH2:20][CH2:21][CH2:22][CH3:23]. (2) The reactants are Br[C:2]1[CH:3]=[CH:4][C:5]([O:12][CH3:13])=[C:6]([CH:11]=1)[C:7]([O:9][CH3:10])=[O:8].[CH3:14][N:15](C)C=O. The catalyst is [C-]#N.[Zn+2].[C-]#N. The product is [C:14]([C:2]1[CH:3]=[CH:4][C:5]([O:12][CH3:13])=[C:6]([CH:11]=1)[C:7]([O:9][CH3:10])=[O:8])#[N:15]. The yield is 0.420. (3) The reactants are COC[O:4][C:5]1[CH:6]=[CH:7][C:8]2[C@@H:9]3[C@@H:17]([C@H:18]([CH2:22][CH2:23][CH2:24][CH2:25][O:26][CH2:27][CH2:28][O:29][CH2:30][CH2:31][O:32][CH2:33][CH2:34][O:35][CH2:36][C:37]([O:39]C(C)(C)C)=[O:38])[CH2:19][C:20]=2[CH:21]=1)[C@H:16]1[C@@:12]([CH3:48])([C@@H:13]([O:44]COC)[CH2:14][CH2:15]1)[CH2:11][CH2:10]3.Cl. The catalyst is C1COCC1. The product is [OH:4][C:5]1[CH:6]=[CH:7][C:8]2[C@@H:9]3[C@@H:17]([C@H:18]([CH2:22][CH2:23][CH2:24][CH2:25][O:26][CH2:27][CH2:28][O:29][CH2:30][CH2:31][O:32][CH2:33][CH2:34][O:35][CH2:36][C:37]([OH:39])=[O:38])[CH2:19][C:20]=2[CH:21]=1)[C@H:16]1[C@@:12]([CH3:48])([C@@H:13]([OH:44])[CH2:14][CH2:15]1)[CH2:11][CH2:10]3. The yield is 0.570. (4) The reactants are [CH3:1][O:2][C:3]1[CH:8]=[CH:7][CH:6]=[CH:5][C:4]=1[C:9](=[NH:11])[NH2:10].C[O-].[Na+].O=[C:16]1[CH2:23][CH2:22][CH2:21][CH2:20][CH2:19][CH2:18][CH:17]1[C:24](OCC)=[O:25]. The catalyst is CO.O1CCOCC1. The product is [CH3:1][O:2][C:3]1[CH:8]=[CH:7][CH:6]=[CH:5][C:4]=1[C:9]1[NH:10][C:16]2[CH2:23][CH2:22][CH2:21][CH2:20][CH2:19][CH2:18][C:17]=2[C:24](=[O:25])[N:11]=1. The yield is 0.530.